This data is from Reaction yield outcomes from USPTO patents with 853,638 reactions. The task is: Predict the reaction yield, written as a fraction of the theoretical maximum amount of product (1.0 means a 100% yield; for example, 0.34 means a 34% yield). (1) The reactants are [C:1]([N:5]1[C:9]([C:10]2[CH:15]=[CH:14][C:13]([O:16][CH3:17])=[CH:12][CH:11]=2)=[C:8]([C:18]([O:20]CC)=[O:19])[CH:7]=[N:6]1)([CH3:4])([CH3:3])[CH3:2].[OH-].[Na+]. The catalyst is C1COCC1.C(O)C. The product is [C:1]([N:5]1[C:9]([C:10]2[CH:15]=[CH:14][C:13]([O:16][CH3:17])=[CH:12][CH:11]=2)=[C:8]([C:18]([OH:20])=[O:19])[CH:7]=[N:6]1)([CH3:4])([CH3:2])[CH3:3]. The yield is 1.00. (2) The reactants are [CH2:1]([O:8][C:9]1[CH:14]=[CH:13][C:12]([C:15]2[O:19][C:18]([CH3:21])([CH3:20])[C:17](=[O:22])[C:16]=2Br)=[CH:11][CH:10]=1)[C:2]1[CH:7]=[CH:6][CH:5]=[CH:4][CH:3]=1.[N:24]1[CH:29]=[CH:28][C:27](B(O)O)=[CH:26][CH:25]=1.C([O-])([O-])=O.[Cs+].[Cs+].O. The catalyst is C1(C)C=CC=CC=1.C1C=CC(P(C2C=CC=CC=2)[C-]2C=CC=C2)=CC=1.C1C=CC(P(C2C=CC=CC=2)[C-]2C=CC=C2)=CC=1.Cl[Pd]Cl.[Fe+2]. The product is [CH2:1]([O:8][C:9]1[CH:14]=[CH:13][C:12]([C:15]2[O:19][C:18]([CH3:21])([CH3:20])[C:17](=[O:22])[C:16]=2[C:27]2[CH:28]=[CH:29][N:24]=[CH:25][CH:26]=2)=[CH:11][CH:10]=1)[C:2]1[CH:7]=[CH:6][CH:5]=[CH:4][CH:3]=1. The yield is 0.620.